The task is: Predict the reaction yield, written as a fraction of the theoretical maximum amount of product (1.0 means a 100% yield; for example, 0.34 means a 34% yield).. This data is from Reaction yield outcomes from USPTO patents with 853,638 reactions. (1) The reactants are [CH:1]([NH:3][C:4]1[CH:9]=[CH:8][CH:7]=[CH:6][C:5]=1[CH3:10])=O.P12(SP3(SP(SP(S3)(S1)=S)(=S)S2)=S)=[S:12].[Cl:25][CH2:26][CH2:27][C:28](=O)[CH3:29].C([O-])([O-])=O.[Na+].[Na+]. The catalyst is O1CCOCC1.O. The product is [Cl-:25].[CH3:10][C:5]1[CH:6]=[CH:7][CH:8]=[CH:9][C:4]=1[N+:3]1[C:27]([CH3:26])=[C:28]([CH3:29])[S:12][CH:1]=1. The yield is 0.170. (2) The reactants are [Cl:1][C:2]1[CH:6]=[C:5]([C:7]([O:9]C)=[O:8])[N:4]([C:11]2[CH:12]=[N:13][CH:14]=[CH:15][CH:16]=2)[N:3]=1. The catalyst is Cl. The product is [ClH:1].[Cl:1][C:2]1[CH:6]=[C:5]([C:7]([OH:9])=[O:8])[N:4]([C:11]2[CH:12]=[N:13][CH:14]=[CH:15][CH:16]=2)[N:3]=1. The yield is 0.970. (3) The reactants are C(C1C=C([NH:10][C:11]([NH:13][C:14]2[CH:19]=[CH:18][CH:17]=[C:16]([Cl:20])[CH:15]=2)=[O:12])N(C2C=CC=C(CO[Si](C(C)(C)C)(C)C)C=2)N=1)(C)(C)C.CCCC[N+](CCCC)(CCCC)CCCC.[F-]. The catalyst is C1COCC1. The product is [Cl:20][C:16]1[CH:15]=[C:14]([NH:13][C:11](=[O:12])[NH2:10])[CH:19]=[CH:18][CH:17]=1. The yield is 0.710.